This data is from Full USPTO retrosynthesis dataset with 1.9M reactions from patents (1976-2016). The task is: Predict the reactants needed to synthesize the given product. Given the product [C:1]([O:5][C:6]([C:8]1[C:13]([NH2:14])=[CH:12][CH:11]=[C:10]([CH3:15])[N+:9]=1[O-:24])=[O:7])([CH3:4])([CH3:3])[CH3:2], predict the reactants needed to synthesize it. The reactants are: [C:1]([O:5][C:6]([C:8]1[C:13]([NH2:14])=[CH:12][CH:11]=[C:10]([CH3:15])[N:9]=1)=[O:7])([CH3:4])([CH3:3])[CH3:2].ClC1C=CC=C(C(OO)=[O:24])C=1.O.[OH-].[Na+].